Predict the reaction yield, written as a fraction of the theoretical maximum amount of product (1.0 means a 100% yield; for example, 0.34 means a 34% yield). From a dataset of Reaction yield outcomes from USPTO patents with 853,638 reactions. (1) The yield is 0.390. The reactants are [Cl:1][C:2]1[N:3]=[CH:4][CH:5]=[C:6]2[C:10]([CH3:11])=[C:9]([CH3:12])[N:8]([CH2:13][CH3:14])[C:7]=12.[CH3:15][C:16]1[CH:23]=[CH:22][C:19]([CH2:20][NH2:21])=[CH:18][CH:17]=1. No catalyst specified. The product is [ClH:1].[CH2:13]([N:8]1[C:7]2=[C:2]([NH:21][CH2:20][C:19]3[CH:22]=[CH:23][C:16]([CH3:15])=[CH:17][CH:18]=3)[N:3]=[CH:4][CH:5]=[C:6]2[C:10]([CH3:11])=[C:9]1[CH3:12])[CH3:14]. (2) The reactants are C(O[C:4]1[C:5](=[O:20])[C:6](=[O:19])[C:7]=1[NH:8][C:9]1[C:17]2[O:16][C:15](=[O:18])[NH:14][C:13]=2[CH:12]=[CH:11][CH:10]=1)C.[CH3:21][C:22]1[O:26][C:25]([CH:27]([NH2:33])[C:28]2([CH3:32])[CH2:31][O:30][CH2:29]2)=[CH:24][CH:23]=1. The catalyst is CO. The product is [CH3:21][C:22]1[O:26][C:25]([CH:27]([NH:33][C:4]2[C:5](=[O:20])[C:6](=[O:19])[C:7]=2[NH:8][C:9]2[C:17]3[O:16][C:15](=[O:18])[NH:14][C:13]=3[CH:12]=[CH:11][CH:10]=2)[C:28]2([CH3:32])[CH2:29][O:30][CH2:31]2)=[CH:24][CH:23]=1. The yield is 0.460. (3) The reactants are [OH:1][C:2]([C:28]1[CH:33]=[CH:32][CH:31]=[CH:30][CH:29]=1)([CH2:24][C:25]([CH3:27])=[CH2:26])[CH2:3][CH2:4][N:5]([C:10]([C:13]1[N:14]=[N:15][N:16]([C:18]2[CH:23]=[CH:22][CH:21]=[CH:20][CH:19]=2)[CH:17]=1)([CH3:12])[CH3:11])[C:6](=O)[O:7]C.[H-].[Na+]. The catalyst is C1COCC1.Cl.CO. The product is [CH3:27][C:25](=[CH2:26])[CH2:24][C:2]1([C:28]2[CH:33]=[CH:32][CH:31]=[CH:30][CH:29]=2)[O:1][C:6](=[O:7])[N:5]([C:10]([C:13]2[N:14]=[N:15][N:16]([C:18]3[CH:23]=[CH:22][CH:21]=[CH:20][CH:19]=3)[CH:17]=2)([CH3:11])[CH3:12])[CH2:4][CH2:3]1. The yield is 0.670. (4) The reactants are [C:1]([NH:4][C:5]1[CH:6]=[C:7]([C:11]2[C:16]3[N:17]([C:20]4[CH:25]=[CH:24][CH:23]=[CH:22][CH:21]=4)[CH:18]=[N:19][C:15]=3[CH:14]=[C:13]([C:26]([F:29])([F:28])[F:27])[CH:12]=2)[CH:8]=[CH:9][CH:10]=1)(=[O:3])[CH3:2].[H-].[Na+].I[CH3:33]. The catalyst is O1CCCC1. The product is [CH3:33][N:4]([C:5]1[CH:6]=[C:7]([C:11]2[C:16]3[N:17]([C:20]4[CH:25]=[CH:24][CH:23]=[CH:22][CH:21]=4)[CH:18]=[N:19][C:15]=3[CH:14]=[C:13]([C:26]([F:29])([F:28])[F:27])[CH:12]=2)[CH:8]=[CH:9][CH:10]=1)[C:1](=[O:3])[CH3:2]. The yield is 0.360. (5) The reactants are [C:1]([C:3]1[CH:11]=[CH:10][C:6]([C:7]([OH:9])=O)=[CH:5][CH:4]=1)#[N:2].[CH3:12][C:13]1[CH:18]=[CH:17][C:16]([NH2:19])=[C:15]([NH2:20])[CH:14]=1. No catalyst specified. The product is [NH2:2][CH2:1][C:3]1[CH:4]=[CH:5][C:6]([C:7]([NH:19][C:16]2[CH:17]=[CH:18][C:13]([CH3:12])=[CH:14][C:15]=2[NH2:20])=[O:9])=[CH:10][CH:11]=1. The yield is 0.680. (6) The reactants are [F:1][C:2]1[NH:7]/[C:6](=[N:8]\[NH:9][C:10]([CH:12]([CH2:22][CH:23]([CH3:25])[CH3:24])[CH2:13][NH:14][C:15](=[O:21])[O:16][C:17]([CH3:20])([CH3:19])[CH3:18])=O)/[CH:5]=[C:4]([C:26]2[CH:31]=[CH:30][N:29]=[C:28]([NH:32][C:33]3[N:34]([CH3:38])[N:35]=[CH:36][CH:37]=3)[N:27]=2)[CH:3]=1.CCN(C(C)C)C(C)C.C1C=CC(P(C2C=CC=CC=2)C2C=CC=CC=2)=CC=1.BrBr. The catalyst is CC#N.O. The product is [F:1][C:2]1[N:7]2[C:10]([CH:12]([CH2:22][CH:23]([CH3:25])[CH3:24])[CH2:13][NH:14][C:15](=[O:21])[O:16][C:17]([CH3:20])([CH3:19])[CH3:18])=[N:9][N:8]=[C:6]2[CH:5]=[C:4]([C:26]2[CH:31]=[CH:30][N:29]=[C:28]([NH:32][C:33]3[N:34]([CH3:38])[N:35]=[CH:36][CH:37]=3)[N:27]=2)[CH:3]=1. The yield is 0.700. (7) The reactants are [CH3:1][O:2][C:3]1[CH:20]=[CH:19][C:6]2[N:7]=[C:8]([C:10]3[CH:15]=[CH:14][C:13]([N+:16]([O-])=O)=[CH:12][CH:11]=3)[S:9][C:5]=2[CH:4]=1.B(Br)(Br)Br. The catalyst is C(Cl)Cl. The product is [CH3:1][O:2][C:3]1[CH:20]=[CH:19][C:6]2[N:7]=[C:8]([C:10]3[CH:11]=[CH:12][C:13]([NH2:16])=[CH:14][CH:15]=3)[S:9][C:5]=2[CH:4]=1. The yield is 0.580.